The task is: Regression. Given two drug SMILES strings and cell line genomic features, predict the synergy score measuring deviation from expected non-interaction effect.. This data is from Merck oncology drug combination screen with 23,052 pairs across 39 cell lines. (1) Cell line: ZR751. Synergy scores: synergy=27.1. Drug 1: CN1C(=O)C=CC2(C)C3CCC4(C)C(NC(=O)OCC(F)(F)F)CCC4C3CCC12. Drug 2: CS(=O)(=O)CCNCc1ccc(-c2ccc3ncnc(Nc4ccc(OCc5cccc(F)c5)c(Cl)c4)c3c2)o1. (2) Drug 1: C=CCn1c(=O)c2cnc(Nc3ccc(N4CCN(C)CC4)cc3)nc2n1-c1cccc(C(C)(C)O)n1. Drug 2: CS(=O)(=O)CCNCc1ccc(-c2ccc3ncnc(Nc4ccc(OCc5cccc(F)c5)c(Cl)c4)c3c2)o1. Cell line: KPL1. Synergy scores: synergy=9.08. (3) Drug 1: CN1C(=O)C=CC2(C)C3CCC4(C)C(NC(=O)OCC(F)(F)F)CCC4C3CCC12. Drug 2: CCN(CC)CCNC(=O)c1c(C)[nH]c(C=C2C(=O)Nc3ccc(F)cc32)c1C. Cell line: NCIH2122. Synergy scores: synergy=7.03. (4) Drug 1: CC(=O)OC1C(=O)C2(C)C(O)CC3OCC3(OC(C)=O)C2C(OC(=O)c2ccccc2)C2(O)CC(OC(=O)C(O)C(NC(=O)c3ccccc3)c3ccccc3)C(C)=C1C2(C)C. Drug 2: CC(C)CC(NC(=O)C(Cc1ccccc1)NC(=O)c1cnccn1)B(O)O. Cell line: SKOV3. Synergy scores: synergy=-6.76.